The task is: Predict which catalyst facilitates the given reaction.. This data is from Catalyst prediction with 721,799 reactions and 888 catalyst types from USPTO. Reactant: [CH2:1]([C:3]1[CH:8]=[CH:7][CH:6]=[C:5]([CH3:9])[N:4]=1)[CH3:2].[CH2:10](N(CC)CC)C.C([Li])CCC.CI. Product: [CH2:1]([C:3]1[CH:8]=[CH:7][CH:6]=[C:5]([CH2:9][CH3:10])[N:4]=1)[CH3:2]. The catalyst class is: 392.